This data is from Forward reaction prediction with 1.9M reactions from USPTO patents (1976-2016). The task is: Predict the product of the given reaction. (1) Given the reactants C[Si]([N-][Si](C)(C)C)(C)C.[Li+].FC(F)(F)C1C=C(C[NH:24][C:25]2[N:26]=[N:27][N:28]([CH3:30])[N:29]=2)C=C(C(F)(F)F)C=1.[Cl:33][C:34]1[C:43]([CH2:44]Cl)=[CH:42][C:41]2[C:36](=[CH:37][C:38]([F:46])=[CH:39][CH:40]=2)[N:35]=1, predict the reaction product. The product is: [Cl:33][C:34]1[C:43]([CH2:44][NH:24][C:25]2[N:26]=[N:27][N:28]([CH3:30])[N:29]=2)=[CH:42][C:41]2[C:36](=[CH:37][C:38]([F:46])=[CH:39][CH:40]=2)[N:35]=1. (2) Given the reactants C(OC(=O)[NH:7][C:8]1([C:11]2[N:16]=[CH:15][CH:14]=[CH:13][N:12]=2)[CH2:10][CH2:9]1)(C)(C)C.[ClH:18], predict the reaction product. The product is: [ClH:18].[ClH:18].[N:12]1[CH:13]=[CH:14][CH:15]=[N:16][C:11]=1[C:8]1([NH2:7])[CH2:10][CH2:9]1. (3) Given the reactants [CH2:1]([O:5][C:6]1[CH:15]=[CH:14][C:13]2[C:8](=[CH:9][CH:10]=[CH:11][CH:12]=2)[CH:7]=1)[CH:2]1[O:4][CH2:3]1.[CH:16]1[C:25]2[C:20](=[CH:21][CH:22]=[CH:23][CH:24]=2)[CH:19]=[CH:18][C:17]=1[OH:26], predict the reaction product. The product is: [CH:16]1[C:25]2[C:20](=[CH:21][CH:22]=[CH:23][CH:24]=2)[CH:19]=[CH:18][C:17]=1[O:26][CH2:3][CH:2]([OH:4])[CH2:1][O:5][C:6]1[CH:15]=[CH:14][C:13]2[C:8](=[CH:9][CH:10]=[CH:11][CH:12]=2)[CH:7]=1. (4) Given the reactants [F:1][C:2]1[CH:10]=[CH:9][CH:8]=[C:7]2[C:3]=1[CH:4]=[CH:5][NH:6]2.[N+:11](=[CH:13][C:14]([O:16][CH2:17][CH3:18])=[O:15])=[N-], predict the reaction product. The product is: [F:1][C:2]1[CH:10]=[CH:9][CH:8]=[C:7]2[C:3]=1[C:4]([CH2:13][C:14]([O:16][CH2:17][CH3:18])=[O:15])=[CH:5][NH:6]2.[F:1][C:2]1[CH:10]=[CH:9][CH:8]=[C:7]2[C:3]=1[CH:4]=[CH:5][N:11]2[CH2:13][C:14]([O:16][CH2:17][CH3:18])=[O:15]. (5) Given the reactants [Br:1][C:2]1[CH:3]=[C:4]2[C:8](=[C:9]([F:11])[CH:10]=1)[C:7](=O)[CH2:6][CH2:5]2.C([BH3-])#[N:14].[Na+].C([O-])(=O)C.[NH4+], predict the reaction product. The product is: [Br:1][C:2]1[CH:3]=[C:4]2[C:8](=[C:9]([F:11])[CH:10]=1)[CH:7]([NH2:14])[CH2:6][CH2:5]2.